From a dataset of Forward reaction prediction with 1.9M reactions from USPTO patents (1976-2016). Predict the product of the given reaction. (1) Given the reactants [Cl:1][CH2:2][C:3](Cl)=[O:4].[Cl-].[Cl-].[Cl-].[Al+3].[CH:10]1[C:23]2[CH2:22][CH2:21][C:20]3[C:15](=[CH:16][CH:17]=[CH:18][CH:19]=3)[C:14]=2[CH:13]=[CH:12][CH:11]=1.C[OH:25].[Cl:26][CH2:27][CH2:28]Cl, predict the reaction product. The product is: [CH:10]1[C:23]2[CH2:22][CH2:21][C:20]3[C:15](=[CH:16][CH:17]=[C:18]([C:28](=[O:25])[CH2:27][Cl:26])[CH:19]=3)[C:14]=2[CH:13]=[CH:12][C:11]=1[C:3](=[O:4])[CH2:2][Cl:1]. (2) Given the reactants Cl.[NH2:2][C:3]1[C:11]([OH:12])=[C:10]2[C:6]([CH2:7][CH2:8][CH:9]2[CH2:13][CH2:14][NH:15][C:16](=[O:18])[CH3:17])=[CH:5][CH:4]=1.[CH2:19]([O:26][CH2:27][C:28](Cl)=[O:29])[C:20]1[CH:25]=[CH:24][CH:23]=[CH:22][CH:21]=1.O, predict the reaction product. The product is: [C:16]([NH:15][CH2:14][CH2:13][CH:9]1[C:10]2[C:6](=[CH:5][CH:4]=[C:3]([NH:2][C:28](=[O:29])[CH2:27][O:26][CH2:19][C:20]3[CH:25]=[CH:24][CH:23]=[CH:22][CH:21]=3)[C:11]=2[OH:12])[CH2:7][CH2:8]1)(=[O:18])[CH3:17].